This data is from NCI-60 drug combinations with 297,098 pairs across 59 cell lines. The task is: Regression. Given two drug SMILES strings and cell line genomic features, predict the synergy score measuring deviation from expected non-interaction effect. (1) Drug 1: C(CC(=O)O)C(=O)CN.Cl. Drug 2: C1C(C(OC1N2C=NC3=C2NC=NCC3O)CO)O. Cell line: HOP-62. Synergy scores: CSS=4.24, Synergy_ZIP=-2.62, Synergy_Bliss=-1.70, Synergy_Loewe=-3.52, Synergy_HSA=-3.76. (2) Drug 1: C1=CC(=CC=C1CCCC(=O)O)N(CCCl)CCCl. Drug 2: CCC1(CC2CC(C3=C(CCN(C2)C1)C4=CC=CC=C4N3)(C5=C(C=C6C(=C5)C78CCN9C7C(C=CC9)(C(C(C8N6C)(C(=O)OC)O)OC(=O)C)CC)OC)C(=O)OC)O.OS(=O)(=O)O. Cell line: SF-539. Synergy scores: CSS=55.9, Synergy_ZIP=-3.17, Synergy_Bliss=-7.93, Synergy_Loewe=-14.1, Synergy_HSA=-4.42. (3) Drug 1: COC1=NC(=NC2=C1N=CN2C3C(C(C(O3)CO)O)O)N. Drug 2: COCCOC1=C(C=C2C(=C1)C(=NC=N2)NC3=CC=CC(=C3)C#C)OCCOC.Cl. Cell line: OVCAR-5. Synergy scores: CSS=0.0910, Synergy_ZIP=0.886, Synergy_Bliss=4.08, Synergy_Loewe=-8.68, Synergy_HSA=-5.72.